Dataset: Reaction yield outcomes from USPTO patents with 853,638 reactions. Task: Predict the reaction yield, written as a fraction of the theoretical maximum amount of product (1.0 means a 100% yield; for example, 0.34 means a 34% yield). (1) The reactants are Cl.[N:2]1([CH2:7][C:8]([OH:10])=O)[CH:6]=[N:5][CH:4]=[N:3]1.[Cl:11][C:12]1[CH:40]=[CH:39][CH:38]=[CH:37][C:13]=1[CH2:14][C@H:15]1[CH2:19][NH:18][C@H:17]([C:20]([NH:22][C:23]2[CH:28]=[CH:27][C:26]([O:29][C:30]3[CH:35]=[CH:34][C:33]([F:36])=[CH:32][CH:31]=3)=[CH:25][CH:24]=2)=[O:21])[CH2:16]1. No catalyst specified. The product is [N:2]1([CH2:7][C:8]([N:18]2[CH2:19][C@H:15]([CH2:14][C:13]3[CH:37]=[CH:38][CH:39]=[CH:40][C:12]=3[Cl:11])[CH2:16][C@H:17]2[C:20]([NH:22][C:23]2[CH:28]=[CH:27][C:26]([O:29][C:30]3[CH:31]=[CH:32][C:33]([F:36])=[CH:34][CH:35]=3)=[CH:25][CH:24]=2)=[O:21])=[O:10])[CH:6]=[N:5][CH:4]=[N:3]1. The yield is 0.550. (2) The reactants are [CH3:1][O:2][C:3]1[CH:4]=[C:5]([S:11]([NH:14][C:15]2[S:16][CH:17]=[C:18]([C:20]3[CH:25]=[CH:24][CH:23]=[C:22]([N+:26]([O-:28])=[O:27])[CH:21]=3)[N:19]=2)(=[O:13])=[O:12])[CH:6]=[CH:7][C:8]=1[O:9][CH3:10].[CH2:29]=O.[CH3:31][NH:32][CH3:33].O. The catalyst is C(O)C. The product is [CH3:1][O:2][C:3]1[CH:4]=[C:5]([S:11]([NH:14][C:15]2[S:16][C:17]([CH2:31][N:32]([CH3:29])[CH3:33])=[C:18]([C:20]3[CH:25]=[CH:24][CH:23]=[C:22]([N+:26]([O-:28])=[O:27])[CH:21]=3)[N:19]=2)(=[O:13])=[O:12])[CH:6]=[CH:7][C:8]=1[O:9][CH3:10]. The yield is 0.863. (3) The reactants are [CH2:1]([OH:8])[C:2]1[CH:7]=[CH:6][CH:5]=[CH:4][CH:3]=1.C(N([CH:15]([CH3:17])[CH3:16])CC)(C)C.Cl[Si:19](Cl)([CH:23]([CH3:25])[CH3:24])[CH:20](C)[CH3:21].[C-]#[C-].[Li+].[Li+].C(N)CN. The catalyst is C1COCC1.O. The product is [CH2:1]([O:8][Si:19]([C:20]#[CH:21])([CH:15]([CH3:16])[CH3:17])[CH:23]([CH3:25])[CH3:24])[C:2]1[CH:7]=[CH:6][CH:5]=[CH:4][CH:3]=1. The yield is 0.410.